This data is from Peptide-MHC class I binding affinity with 185,985 pairs from IEDB/IMGT. The task is: Regression. Given a peptide amino acid sequence and an MHC pseudo amino acid sequence, predict their binding affinity value. This is MHC class I binding data. (1) The peptide sequence is WGKEAVDNF. The MHC is HLA-A23:01 with pseudo-sequence HLA-A23:01. The binding affinity (normalized) is 0.223. (2) The peptide sequence is LSHENTYDHV. The MHC is H-2-Db with pseudo-sequence H-2-Db. The binding affinity (normalized) is 0.368. (3) The peptide sequence is AVNTPVSMTY. The MHC is HLA-A03:01 with pseudo-sequence HLA-A03:01. The binding affinity (normalized) is 0.605.